This data is from Catalyst prediction with 721,799 reactions and 888 catalyst types from USPTO. The task is: Predict which catalyst facilitates the given reaction. (1) Reactant: Br[CH:2]([C:16](=O)[CH3:17])[CH2:3][CH2:4][N:5]1[C:13](=[O:14])[C:12]2[C:7](=[CH:8][CH:9]=[CH:10][CH:11]=2)[C:6]1=[O:15].[C:19]([NH2:27])(=[NH:26])[C:20]1[CH:25]=[CH:24][CH:23]=[CH:22][CH:21]=1.C(=O)([O-])[O-].[K+].[K+]. Product: [CH3:17][C:16]1[NH:27][C:19]([C:20]2[CH:25]=[CH:24][CH:23]=[CH:22][CH:21]=2)=[N:26][C:2]=1[CH2:3][CH2:4][N:5]1[C:13](=[O:14])[C:12]2[C:7](=[CH:8][CH:9]=[CH:10][CH:11]=2)[C:6]1=[O:15]. The catalyst class is: 3. (2) Reactant: Br[C:2]1[CH:14]=[CH:13][C:5]([C:6]([O:8][C:9]([CH3:12])([CH3:11])[CH3:10])=[O:7])=[C:4]([NH:15][C:16]2[CH:21]=[CH:20][C:19]([F:22])=[CH:18][CH:17]=2)[CH:3]=1.[NH:23]1[C:31]2[C:26](=[CH:27][CH:28]=[CH:29][CH:30]=2)[CH:25]=[CH:24]1.P([O-])([O-])([O-])=O.[K+].[K+].[K+].F[B-](F)(F)F.C(P(C(C)(C)C)C(C)(C)C)(C)(C)C.C1(P(C2CCCCC2)C2C=CC=CC=2C2C(C(C)C)=CC(C(C)C)=CC=2C(C)C)CCCCC1.C(O)(=O)CC(CC(O)=O)(C(O)=O)O. Product: [F:22][C:19]1[CH:20]=[CH:21][C:16]([NH:15][C:4]2[CH:3]=[C:2]([N:23]3[C:31]4[C:26](=[CH:27][CH:28]=[CH:29][CH:30]=4)[CH:25]=[CH:24]3)[CH:14]=[CH:13][C:5]=2[C:6]([O:8][C:9]([CH3:12])([CH3:11])[CH3:10])=[O:7])=[CH:17][CH:18]=1. The catalyst class is: 187. (3) Product: [C:1]([O:5][C:6]([N:8]1[CH2:12][CH2:11][C@H:10]([O:13][Si:14]([C:17]([CH3:20])([CH3:19])[CH3:18])([CH3:16])[CH3:15])[C@H:9]1[CH2:21][OH:22])=[O:7])([CH3:4])([CH3:3])[CH3:2]. Reactant: [C:1]([O:5][C:6]([N:8]1[CH2:12][CH2:11][C@H:10]([O:13][Si:14]([C:17]([CH3:20])([CH3:19])[CH3:18])([CH3:16])[CH3:15])[C@@:9]1(C)[C:21]([O-])=[O:22])=[O:7])([CH3:4])([CH3:3])[CH3:2].[BH4-].[Li+].C(OCC)(=O)C. The catalyst class is: 7. (4) Reactant: [F:1][C:2]1[CH:11]=[CH:10][C:9]([CH2:12][C:13]2[C:14]3[N:23]=[CH:22][CH:21]=[CH:20][C:15]=3[C:16](=[O:19])[NH:17][N:18]=2)=[CH:8][C:3]=1[C:4](OC)=[O:5].[NH3:24]. Product: [F:1][C:2]1[CH:11]=[CH:10][C:9]([CH2:12][C:13]2[C:14]3[N:23]=[CH:22][CH:21]=[CH:20][C:15]=3[C:16](=[O:19])[NH:17][N:18]=2)=[CH:8][C:3]=1[C:4]([NH2:24])=[O:5]. The catalyst class is: 5.